Regression. Given two drug SMILES strings and cell line genomic features, predict the synergy score measuring deviation from expected non-interaction effect. From a dataset of Merck oncology drug combination screen with 23,052 pairs across 39 cell lines. (1) Drug 1: COC1=C2CC(C)CC(OC)C(O)C(C)C=C(C)C(OC(N)=O)C(OC)C=CC=C(C)C(=O)NC(=CC1=O)C2=O. Drug 2: Cn1c(=O)n(-c2ccc(C(C)(C)C#N)cc2)c2c3cc(-c4cnc5ccccc5c4)ccc3ncc21. Cell line: CAOV3. Synergy scores: synergy=25.7. (2) Drug 1: O=C(NOCC(O)CO)c1ccc(F)c(F)c1Nc1ccc(I)cc1F. Drug 2: Cn1c(=O)n(-c2ccc(C(C)(C)C#N)cc2)c2c3cc(-c4cnc5ccccc5c4)ccc3ncc21. Cell line: SKMES1. Synergy scores: synergy=29.0.